This data is from Full USPTO retrosynthesis dataset with 1.9M reactions from patents (1976-2016). The task is: Predict the reactants needed to synthesize the given product. Given the product [CH2:1]([N:8]([CH:38]([CH3:57])[CH2:39][CH:40]([C:41]1[CH:42]=[CH:43][C:44]([O:47][CH3:48])=[CH:45][CH:46]=1)[C:49]1[CH:50]=[CH:51][C:52]([O:55][CH3:56])=[CH:53][CH:54]=1)[CH2:9][C@@H:10]([C:19]1[CH:20]=[CH:21][C:22]([O:30][CH2:31][C:32]2[CH:37]=[CH:36][CH:35]=[CH:34][CH:33]=2)=[C:23]([NH:25][S:26]([CH3:29])(=[O:28])=[O:27])[CH:24]=1)[OH:11])[C:2]1[CH:7]=[CH:6][CH:5]=[CH:4][CH:3]=1, predict the reactants needed to synthesize it. The reactants are: [CH2:1]([N:8]([CH:38]([CH3:57])[CH2:39][CH:40]([C:49]1[CH:54]=[CH:53][C:52]([O:55][CH3:56])=[CH:51][CH:50]=1)[C:41]1[CH:46]=[CH:45][C:44]([O:47][CH3:48])=[CH:43][CH:42]=1)[CH2:9][C@@H:10]([C:19]1[CH:20]=[CH:21][C:22]([O:30][CH2:31][C:32]2[CH:37]=[CH:36][CH:35]=[CH:34][CH:33]=2)=[C:23]([NH:25][S:26]([CH3:29])(=[O:28])=[O:27])[CH:24]=1)[O:11][Si](CC)(CC)CC)[C:2]1[CH:7]=[CH:6][CH:5]=[CH:4][CH:3]=1.C(O)(=O)C.[F-].C([N+](CCCC)(CCCC)CCCC)CCC.C(=O)(O)[O-].[Na+].